This data is from Reaction yield outcomes from USPTO patents with 853,638 reactions. The task is: Predict the reaction yield, written as a fraction of the theoretical maximum amount of product (1.0 means a 100% yield; for example, 0.34 means a 34% yield). (1) The reactants are [O:1]1[CH:5]=[CH:4][CH:3]=[C:2]1[C:6]1[CH:35]=[CH:34][C:9]([C:10]([N:12]([CH2:16][C:17]2[CH:33]=[CH:32][CH:31]=[CH:30][C:18]=2[O:19][CH2:20][CH2:21][CH2:22][O:23][CH2:24][C:25]([O:27]CC)=[O:26])[CH:13]([CH3:15])[CH3:14])=[O:11])=[CH:8][CH:7]=1.O.[OH-].[Li+]. The catalyst is C1COCC1.O. The product is [O:1]1[CH:5]=[CH:4][CH:3]=[C:2]1[C:6]1[CH:7]=[CH:8][C:9]([C:10]([N:12]([CH2:16][C:17]2[CH:33]=[CH:32][CH:31]=[CH:30][C:18]=2[O:19][CH2:20][CH2:21][CH2:22][O:23][CH2:24][C:25]([OH:27])=[O:26])[CH:13]([CH3:14])[CH3:15])=[O:11])=[CH:34][CH:35]=1. The yield is 0.464. (2) The catalyst is C1COCC1.C(OCC)(=O)C. The yield is 0.250. The reactants are I([O-])(=O)(=O)=O.[Na+].Cl.[Cl:8][C:9]1[CH:10]=[C:11]([N:26]([C:31]2[C:50]([CH:51]3[CH2:53][CH2:52]3)=[CH:49][C:34]3[C:35]([C:45]([NH:47][CH3:48])=[O:46])=[C:36]([C:38]4[CH:43]=[CH:42][C:41]([F:44])=[CH:40][CH:39]=4)[O:37][C:33]=3[CH:32]=2)[S:27]([CH3:30])(=[O:29])=[O:28])[CH:12]=[CH:13][C:14]=1[CH2:15][CH2:16][B:17]1[O:21]C(C)(C)C(C)(C)[O:18]1. The product is [Cl:8][C:9]1[CH:10]=[C:11]([N:26]([C:31]2[C:50]([CH:51]3[CH2:53][CH2:52]3)=[CH:49][C:34]3[C:35]([C:45](=[O:46])[NH:47][CH3:48])=[C:36]([C:38]4[CH:43]=[CH:42][C:41]([F:44])=[CH:40][CH:39]=4)[O:37][C:33]=3[CH:32]=2)[S:27]([CH3:30])(=[O:28])=[O:29])[CH:12]=[CH:13][C:14]=1[CH2:15][CH2:16][B:17]([OH:18])[OH:21]. (3) The reactants are [C:1]1([C:7]2[CH:15]=[CH:14][CH:13]=[C:12]3[C:8]=2[C:9]([NH2:16])=[N:10][NH:11]3)[CH:6]=[CH:5][CH:4]=[CH:3][CH:2]=1.CC1(C)OC(=O)[CH:21]([C:25]([CH:27]2[CH2:32][CH2:31][N:30]([C:33]([O:35][C:36]([CH3:39])([CH3:38])[CH3:37])=[O:34])[CH2:29][CH2:28]2)=O)[C:20](=O)[O:19]1.P([O-])([O-])([O-])=O.[K+].[K+].[K+]. The catalyst is C(#N)C. The product is [O:19]=[C:20]1[CH:21]=[C:25]([CH:27]2[CH2:32][CH2:31][N:30]([C:33]([O:35][C:36]([CH3:39])([CH3:38])[CH3:37])=[O:34])[CH2:29][CH2:28]2)[N:10]2[N:11]=[C:12]3[C:8]([C:7]([C:1]4[CH:2]=[CH:3][CH:4]=[CH:5][CH:6]=4)=[CH:15][CH:14]=[CH:13]3)=[C:9]2[NH:16]1. The yield is 0.600. (4) The reactants are [Br:1][C:2]1[C:3]([N:20]2[CH2:25][CH2:24][N:23](C(NC3C=CC=CC=3)=O)[CH2:22][CH2:21]2)=[C:4]2[N:10]=[C:9]([C:11]3[CH:16]=[CH:15][C:14]([N:17]([CH3:19])[CH3:18])=[CH:13][CH:12]=3)[NH:8][C:5]2=[N:6][CH:7]=1.BrC1C(N2CCN([CH:52]([C:54]3[CH:59]=[CH:58][N:57]=[CH:56][CH:55]=3)[CH3:53])CC2)=C([N+]([O-])=O)C(N)=NC=1.[O-]S(S([O-])=O)=O.[Na+].[Na+].CN(C1C=CC(C=O)=CC=1)C. The catalyst is CN(C=O)C. The product is [Br:1][C:2]1[C:3]([N:20]2[CH2:21][CH2:22][N:23]([CH:52]([C:54]3[CH:59]=[CH:58][N:57]=[CH:56][CH:55]=3)[CH3:53])[CH2:24][CH2:25]2)=[C:4]2[N:10]=[C:9]([C:11]3[CH:16]=[CH:15][C:14]([N:17]([CH3:19])[CH3:18])=[CH:13][CH:12]=3)[NH:8][C:5]2=[N:6][CH:7]=1. The yield is 0.400.